Task: Predict the reaction yield, written as a fraction of the theoretical maximum amount of product (1.0 means a 100% yield; for example, 0.34 means a 34% yield).. Dataset: Reaction yield outcomes from USPTO patents with 853,638 reactions (1) The reactants are Br[C:2]1[CH:3]=[C:4]([CH:36]=[CH:37][CH:38]=1)[CH2:5][C:6]1([CH2:19][N:20]([C@@H:27]2[CH2:29][C@H:28]2[C:30]2[CH:35]=[CH:34][CH:33]=[CH:32][CH:31]=2)[C:21](=[O:26])[C:22]([F:25])([F:24])[F:23])[CH2:11][CH2:10][N:9]([C:12]([O:14][C:15]([CH3:18])([CH3:17])[CH3:16])=[O:13])[CH2:8][CH2:7]1.ClCCl.[CH3:42][N:43](C=O)C. The catalyst is C1C=CC(P(C2C=CC=CC=2)[C-]2C=CC=C2)=CC=1.C1C=CC(P(C2C=CC=CC=2)[C-]2C=CC=C2)=CC=1.Cl[Pd]Cl.[Fe+2].[C-]#N.[Zn+2].[C-]#N.[Zn]. The product is [C:42]([C:2]1[CH:3]=[C:4]([CH:36]=[CH:37][CH:38]=1)[CH2:5][C:6]1([CH2:19][N:20]([C@@H:27]2[CH2:29][C@H:28]2[C:30]2[CH:35]=[CH:34][CH:33]=[CH:32][CH:31]=2)[C:21](=[O:26])[C:22]([F:23])([F:25])[F:24])[CH2:11][CH2:10][N:9]([C:12]([O:14][C:15]([CH3:16])([CH3:18])[CH3:17])=[O:13])[CH2:8][CH2:7]1)#[N:43]. The yield is 0.690. (2) The reactants are [O:1]=[C:2]1[CH2:7][CH2:6][N:5]([C:8]([O:10][C:11]([CH3:14])([CH3:13])[CH3:12])=[O:9])[CH2:4][CH2:3]1.B(F)(F)F.CCOCC.[N+](=[CH:26][C:27]([O:29][CH2:30][CH3:31])=[O:28])=[N-]. The catalyst is CCOCC. The product is [O:1]=[C:2]1[CH2:7][CH2:6][N:5]([C:8]([O:10][C:11]([CH3:12])([CH3:13])[CH3:14])=[O:9])[CH2:4][CH2:3][CH:26]1[C:27]([O:29][CH2:30][CH3:31])=[O:28]. The yield is 0.660. (3) The product is [C:25]([Si:22]([O:21][CH2:20][CH2:19][O:8][C:5]1[CH:6]=[CH:7][C:2]([Cl:1])=[C:3]([F:9])[CH:4]=1)([CH3:24])[CH3:23])([CH3:28])([CH3:27])[CH3:26]. The reactants are [Cl:1][C:2]1[CH:7]=[CH:6][C:5]([OH:8])=[CH:4][C:3]=1[F:9].C(=O)([O-])[O-].[K+].[K+].[I-].[K+].Br[CH2:19][CH2:20][O:21][Si:22]([C:25]([CH3:28])([CH3:27])[CH3:26])([CH3:24])[CH3:23]. The catalyst is CN(C)C=O.C(OCC)C. The yield is 0.690. (4) The reactants are [H-].[Na+].[C:3]1([OH:9])[CH:8]=[CH:7][CH:6]=[CH:5][CH:4]=1.[I:10][C:11]1[CH:12]=[C:13]2[C:18](=[CH:19][CH:20]=1)[N:17]=[CH:16][N:15]=[C:14]2Cl. The catalyst is CN(C=O)C. The product is [I:10][C:11]1[CH:12]=[C:13]2[C:18](=[CH:19][CH:20]=1)[N:17]=[CH:16][N:15]=[C:14]2[O:9][C:3]1[CH:8]=[CH:7][CH:6]=[CH:5][CH:4]=1. The yield is 0.980. (5) The reactants are [Li+].[BH4-].[F:3][C:4]([F:49])([F:48])[C:5]1[CH:6]=[C:7]([CH:41]=[C:42]([C:44]([F:47])([F:46])[F:45])[CH:43]=1)[CH2:8][N:9]([C:31]1[N:32]=[N:33][N:34]([CH2:36][C:37](OC)=[O:38])[N:35]=1)[C@@H:10]1[C:19]2[C:14](=[CH:15][CH:16]=[C:17]([C:20]([F:23])([F:22])[F:21])[CH:18]=2)[N:13]([C:24]([O:26][CH2:27][CH3:28])=[O:25])[C@H:12]([CH2:29][CH3:30])[CH2:11]1. The catalyst is C1COCC1. The product is [F:46][C:44]([F:45])([F:47])[C:42]1[CH:41]=[C:7]([CH:6]=[C:5]([C:4]([F:49])([F:48])[F:3])[CH:43]=1)[CH2:8][N:9]([C:31]1[N:32]=[N:33][N:34]([CH2:36][CH2:37][OH:38])[N:35]=1)[C@@H:10]1[C:19]2[C:14](=[CH:15][CH:16]=[C:17]([C:20]([F:21])([F:22])[F:23])[CH:18]=2)[N:13]([C:24]([O:26][CH2:27][CH3:28])=[O:25])[C@H:12]([CH2:29][CH3:30])[CH2:11]1. The yield is 0.330.